Dataset: Full USPTO retrosynthesis dataset with 1.9M reactions from patents (1976-2016). Task: Predict the reactants needed to synthesize the given product. (1) Given the product [OH:1][CH2:2][C@@:3]12[C@@H:20]3[C@H:11]([C@H:12]4[C@@:16]([CH2:18][CH2:19]3)([CH3:17])[C:15](=[O:21])[CH2:14][CH2:13]4)[CH2:10][CH:9]=[C:8]1[CH2:7][C:6](=[O:22])[CH2:5][CH2:4]2, predict the reactants needed to synthesize it. The reactants are: [OH:1][CH2:2][C@@:3]12[C@@H:20]3[C@H:11]([C@H:12]4[C@@:16]([CH2:18][CH2:19]3)([CH3:17])[C:15](=[O:21])[CH2:14][CH2:13]4)[CH2:10][CH2:9][C:8]1=[CH:7][C:6](=[O:22])[CH2:5][CH2:4]2.C(O)CO.CC1C=CC(S([O-])(=O)=O)=CC=1.C1C=C[NH+]=CC=1. (2) Given the product [O:24]1[CH:28]=[CH:27][C:26]([C:2]2[N:7]3[CH:8]=[N:9][N:10]=[C:6]3[C:5]([N:11]3[CH2:16][CH2:15][N:14]([C:17]([O:19][C:20]([CH3:23])([CH3:22])[CH3:21])=[O:18])[CH2:13][CH2:12]3)=[N:4][CH:3]=2)=[CH:25]1, predict the reactants needed to synthesize it. The reactants are: Br[C:2]1[N:7]2[CH:8]=[N:9][N:10]=[C:6]2[C:5]([N:11]2[CH2:16][CH2:15][N:14]([C:17]([O:19][C:20]([CH3:23])([CH3:22])[CH3:21])=[O:18])[CH2:13][CH2:12]2)=[N:4][CH:3]=1.[O:24]1[CH:28]=[CH:27][C:26](B(O)O)=[CH:25]1.C([O-])([O-])=O.[Cs+].[Cs+].O1CCOCC1. (3) Given the product [CH3:33][C@@H:30]1[O:29][C:28]([C:25]2[NH:24][C:23]([C:21]3[CH:22]=[C:6]([CH:7]=[C:8]([O:9][C:10]4[N:11]=[N:12][C:13]([S:16]([CH3:19])(=[O:17])=[O:18])=[CH:14][CH:15]=4)[CH:20]=3)[O:5][C@@H:4]([CH3:34])[CH2:3][OH:2])=[CH:27][CH:26]=2)=[N:32][CH2:31]1, predict the reactants needed to synthesize it. The reactants are: C[O:2][CH2:3][C@H:4]([CH3:34])[O:5][C:6]1[CH:7]=[C:8]([CH:20]=[C:21]([C:23]2[NH:24][C:25]([C:28]3[O:29][C@@H:30]([CH3:33])[CH2:31][N:32]=3)=[CH:26][CH:27]=2)[CH:22]=1)[O:9][C:10]1[N:11]=[N:12][C:13]([S:16]([CH3:19])(=[O:18])=[O:17])=[CH:14][CH:15]=1.B(Br)(Br)Br.C(=O)([O-])O.[Na+]. (4) Given the product [F:19][C:2]([F:1])([F:18])[C:3]1[NH:4][C:5]2[C:6]([N:17]=1)=[C:7]1[C:12](=[CH:13][CH:14]=2)[CH2:11][CH2:10][CH:9]([CH2:15][O:16][S:26]([C:23]2[CH:24]=[CH:25][C:20]([CH3:30])=[CH:21][CH:22]=2)(=[O:28])=[O:27])[O:8]1, predict the reactants needed to synthesize it. The reactants are: [F:1][C:2]([F:19])([F:18])[C:3]1[NH:4][C:5]2[C:6]([N:17]=1)=[C:7]1[C:12](=[CH:13][CH:14]=2)[CH2:11][CH2:10][CH:9]([CH2:15][OH:16])[O:8]1.[C:20]1([CH3:30])[CH:25]=[CH:24][C:23]([S:26](Cl)(=[O:28])=[O:27])=[CH:22][CH:21]=1. (5) Given the product [Br:8][C:5]1[CH:6]=[CH:7][C:2]([C:15]([OH:16])([CH3:17])[CH3:14])=[CH:3][CH:4]=1, predict the reactants needed to synthesize it. The reactants are: Br[C:2]1[CH:7]=[CH:6][C:5]([Br:8])=[CH:4][CH:3]=1.[Li]CCCC.[CH3:14][C:15]([CH3:17])=[O:16]. (6) Given the product [C:20]([O:9][CH2:10][CH2:11][CH2:12][CH2:13][CH2:14][CH2:15][CH2:16][CH3:17])(=[O:28])[CH:21]=[CH:22][C:23]1[CH:29]=[CH:27][CH:26]=[CH:25][CH:24]=1, predict the reactants needed to synthesize it. The reactants are: C([O:9][CH2:10][CH2:11][CH2:12][CH2:13][CH2:14][CH2:15][CH2:16][CH2:17]CC)(=O)C1C=CC=CC=1.[CH2:20]([OH:28])[CH2:21][CH2:22][CH2:23][CH2:24][CH2:25][CH2:26][CH3:27].[CH2:29](Cl)C=CC1C=CC=CC=1.